This data is from Retrosynthesis with 50K atom-mapped reactions and 10 reaction types from USPTO. The task is: Predict the reactants needed to synthesize the given product. (1) Given the product COC(=O)[C@H](C(C)C)N1Cc2cc(-c3ccc(NC(=S)Nc4ccc(C#N)cc4)cc3)ccc2C1=O, predict the reactants needed to synthesize it. The reactants are: COC(=O)[C@H](C(C)C)N1Cc2cc(-c3ccc(NC(=S)Nc4ccccc4F)cc3)ccc2C1=O.N#Cc1ccc(N=C=S)cc1. (2) The reactants are: CC1(C)OB(c2cc(OC3CCCCO3)ccc2F)OC1(C)C.CCOC(=O)CC(c1cccc(COc2cnc(OS(=O)(=O)C(F)(F)F)c(CC(C)(C)C)c2)c1)C1CC1. Given the product CCOC(=O)CC(c1cccc(COc2cnc(-c3cc(OC4CCCCO4)ccc3F)c(CC(C)(C)C)c2)c1)C1CC1, predict the reactants needed to synthesize it. (3) Given the product CCOC(=O)CSCCCCl, predict the reactants needed to synthesize it. The reactants are: CCOC(=O)CS.ClCCCBr. (4) Given the product CC(N)(CO)c1cccs1, predict the reactants needed to synthesize it. The reactants are: CCOC(=O)C(C)(N)c1cccs1. (5) Given the product CCC(c1ccc(-c2ccc(C(=O)O)cc2)cn1)n1ccnc1, predict the reactants needed to synthesize it. The reactants are: CCOC(=O)c1ccc(-c2ccc(C(CC)n3ccnc3)nc2)cc1. (6) The reactants are: CC(C)(C)C(=O)Cl.CCCCCCN1CCc2c1cc(C)c(N)c2C. Given the product CCCCCCN1CCc2c1cc(C)c(NC(=O)C(C)(C)C)c2C, predict the reactants needed to synthesize it. (7) Given the product CCOc1ccc(C)nc1C(=O)N1CC2CN(c3nc(C)cc(C)n3)CC2C1, predict the reactants needed to synthesize it. The reactants are: CCOc1ccc(C)nc1C(=O)O.Cc1cc(C)nc(N2CC3CNCC3C2)n1.